Dataset: Forward reaction prediction with 1.9M reactions from USPTO patents (1976-2016). Task: Predict the product of the given reaction. (1) Given the reactants [K+].[C:2]([C:4]1[N:5]=[C:6]([C:17]([O-:19])=O)[N:7]([CH2:9][O:10][CH2:11][CH2:12][Si:13]([CH3:16])([CH3:15])[CH3:14])[CH:8]=1)#[N:3].CCN(C(C)C)C(C)C.C1CN([P+](Br)(N2CCCC2)N2CCCC2)CC1.F[P-](F)(F)(F)(F)F.[C:53]([O:57][C:58]([N:60]1[CH2:65][CH2:64][CH:63]([C:66]2[CH:71]=[CH:70][C:69]([NH2:72])=[C:68]([C:73]3[CH2:78][CH2:77][CH2:76][CH2:75][CH:74]=3)[CH:67]=2)[CH2:62][CH2:61]1)=[O:59])([CH3:56])([CH3:55])[CH3:54], predict the reaction product. The product is: [C:53]([O:57][C:58]([N:60]1[CH2:65][CH2:64][CH:63]([C:66]2[CH:71]=[CH:70][C:69]([NH:72][C:17]([C:6]3[N:7]([CH2:9][O:10][CH2:11][CH2:12][Si:13]([CH3:14])([CH3:15])[CH3:16])[CH:8]=[C:4]([C:2]#[N:3])[N:5]=3)=[O:19])=[C:68]([C:73]3[CH2:78][CH2:77][CH2:76][CH2:75][CH:74]=3)[CH:67]=2)[CH2:62][CH2:61]1)=[O:59])([CH3:56])([CH3:54])[CH3:55]. (2) Given the reactants [NH:1]([C:5]1[CH:10]=[CH:9][CH:8]=[CH:7][C:6]=1[CH2:11][C:12](O)=O)[C:2]([CH3:4])=[O:3].[NH2:15][C:16]1[C:17](=[O:35])[N:18]([CH2:32][CH2:33][CH3:34])[C:19](=[O:31])[N:20]([CH2:23][CH2:24][C:25]2[CH:30]=[CH:29][CH:28]=[CH:27][CH:26]=2)[C:21]=1[NH2:22], predict the reaction product. The product is: [NH:1]([C:5]1[CH:10]=[CH:9][CH:8]=[CH:7][C:6]=1[CH2:11][C:12]1[NH:15][C:16]2[C:17](=[O:35])[N:18]([CH2:32][CH2:33][CH3:34])[C:19](=[O:31])[N:20]([CH2:23][CH2:24][C:25]3[CH:26]=[CH:27][CH:28]=[CH:29][CH:30]=3)[C:21]=2[N:22]=1)[C:2]([CH3:4])=[O:3]. (3) Given the reactants [Si]([O:18][CH2:19][CH2:20][CH2:21][N:22]1[CH2:27][C:26]2[CH:28]=[CH:29][CH:30]=[CH:31][C:25]=2[NH:24][S:23]1(=[O:33])=[O:32])(C(C)(C)C)(C1C=CC=CC=1)C1C=CC=CC=1.[F-].C([N+](CCCC)(CCCC)CCCC)CCC.C(O)(=O)C, predict the reaction product. The product is: [O:33]=[S:23]1(=[O:32])[N:22]([CH2:21][CH2:20][CH2:19][OH:18])[CH2:27][C:26]2[CH:28]=[CH:29][CH:30]=[CH:31][C:25]=2[NH:24]1. (4) Given the reactants [CH3:1][CH:2]([OH:4])[CH3:3].[H-].[Na+].[CH2:7]([O:14][CH2:15][N:16]1[C:20]([Br:21])=[C:19]([Br:22])[N:18]=[C:17]1Br)[C:8]1[CH:13]=[CH:12][CH:11]=[CH:10][CH:9]=1.O, predict the reaction product. The product is: [CH2:7]([O:14][CH2:15][N:16]1[C:20]([Br:21])=[C:19]([Br:22])[N:18]=[C:17]1[O:4][CH:2]([CH3:3])[CH3:1])[C:8]1[CH:13]=[CH:12][CH:11]=[CH:10][CH:9]=1.